Dataset: Forward reaction prediction with 1.9M reactions from USPTO patents (1976-2016). Task: Predict the product of the given reaction. (1) Given the reactants Cl[C:2]1[N:3]=[C:4]([NH2:21])[C:5]2[S:10][CH:9]=[C:8]([C:11]3[CH:12]=[N:13][C:14]4[C:19]([CH:20]=3)=[CH:18][CH:17]=[CH:16][CH:15]=4)[C:6]=2[N:7]=1.[CH2:22]([N:24]1[CH2:29][CH2:28][N:27]([C:30]2[N:35]=[CH:34][C:33]([NH2:36])=[CH:32][CH:31]=2)[CH2:26][CH2:25]1)[CH3:23], predict the reaction product. The product is: [CH2:22]([N:24]1[CH2:25][CH2:26][N:27]([C:30]2[N:35]=[CH:34][C:33]([NH:36][C:2]3[N:3]=[C:4]([NH2:21])[C:5]4[S:10][CH:9]=[C:8]([C:11]5[CH:12]=[N:13][C:14]6[C:19]([CH:20]=5)=[CH:18][CH:17]=[CH:16][CH:15]=6)[C:6]=4[N:7]=3)=[CH:32][CH:31]=2)[CH2:28][CH2:29]1)[CH3:23]. (2) Given the reactants Br[C:2]1[CH:22]=[CH:21][C:5]([C:6]([N:8]2[CH2:13][CH2:12][N:11]([C:14]([O:16][C:17]([CH3:20])([CH3:19])[CH3:18])=[O:15])[CH2:10][CH2:9]2)=[O:7])=[CH:4][CH:3]=1.[N+:23]([C:26]1[CH:27]=[C:28](B(O)O)[CH:29]=[CH:30][CH:31]=1)([O-:25])=[O:24].P([O-])([O-])([O-])=O.[K+].[K+].[K+], predict the reaction product. The product is: [N+:23]([C:26]1[CH:31]=[C:30]([C:21]2[C:5]([C:6]([N:8]3[CH2:13][CH2:12][N:11]([C:14]([O:16][C:17]([CH3:20])([CH3:19])[CH3:18])=[O:15])[CH2:10][CH2:9]3)=[O:7])=[CH:4][CH:3]=[CH:2][CH:22]=2)[CH:29]=[CH:28][CH:27]=1)([O-:25])=[O:24].